This data is from Reaction yield outcomes from USPTO patents with 853,638 reactions. The task is: Predict the reaction yield, written as a fraction of the theoretical maximum amount of product (1.0 means a 100% yield; for example, 0.34 means a 34% yield). (1) The reactants are C([O:5][C:6](=O)[CH2:7][CH:8]([NH:16][C:17]([O:19][C:20]([CH3:23])([CH3:22])[CH3:21])=[O:18])[C:9]1[CH:14]=[CH:13][CH:12]=[C:11]([F:15])[CH:10]=1)(C)(C)C.[H-].[Al+3].[Li+].[H-].[H-].[H-]. The catalyst is C1COCC1. The product is [C:20]([O:19][C:17](=[O:18])[NH:16][C@H:8]([C:9]1[CH:14]=[CH:13][CH:12]=[C:11]([F:15])[CH:10]=1)[CH2:7][CH2:6][OH:5])([CH3:23])([CH3:21])[CH3:22]. The yield is 0.650. (2) The yield is 0.970. The reactants are C(O)(=O)C.[CH2:5]([O:7][C:8]1[CH:17]=[C:16]2[CH:11]([CH2:12][CH2:13][N:14]([CH2:18][C:19]3[CH:24]=[C:23]([O:25][CH3:26])[C:22]([O:27][CH3:28])=[C:21]([O:29][CH3:30])[CH:20]=3)[CH2:15]2)[CH2:10][C:9]=1[O:31]CC1C=CC=CC=1)[CH3:6]. The product is [CH2:5]([O:7][C:8]1[CH:17]=[C:16]2[CH:11]([CH2:12][CH2:13][N:14]([CH2:18][C:19]3[CH:20]=[C:21]([O:29][CH3:30])[C:22]([O:27][CH3:28])=[C:23]([O:25][CH3:26])[CH:24]=3)[CH2:15]2)[CH2:10][C:9]=1[OH:31])[CH3:6]. The catalyst is C(O)C. (3) The reactants are [CH:1]1([OH:8])[CH2:6][CH2:5][CH:4]([OH:7])[CH2:3][CH2:2]1.[H-].[Na+].[CH3:11][Si:12]([CH2:15][CH2:16][O:17][CH2:18]Cl)([CH3:14])[CH3:13]. The catalyst is C1COCC1. The product is [CH3:11][Si:12]([CH3:14])([CH3:13])[CH2:15][CH2:16][O:17][CH2:18][O:7][CH:4]1[CH2:5][CH2:6][CH:1]([OH:8])[CH2:2][CH2:3]1. The yield is 0.160. (4) The reactants are Cl[C:2]1[N:7]=[CH:6][N:5]=[C:4]([NH2:8])[C:3]=1[C:9]1[N:10]=[N:11][N:12]([CH3:14])[N:13]=1.[NH2:15][C@H:16]([C:18]1[N:19]([CH:30]2[CH2:32][CH2:31]2)[C:20](=[O:29])[C:21]2[C:26]([CH:27]=1)=[CH:25][CH:24]=[CH:23][C:22]=2[Cl:28])[CH3:17].CCN(C(C)C)C(C)C. The catalyst is CCCCO. The product is [NH2:8][C:4]1[N:5]=[CH:6][N:7]=[C:2]([NH:15][C@H:16]([C:18]2[N:19]([CH:30]3[CH2:32][CH2:31]3)[C:20](=[O:29])[C:21]3[C:26]([CH:27]=2)=[CH:25][CH:24]=[CH:23][C:22]=3[Cl:28])[CH3:17])[C:3]=1[C:9]1[N:10]=[N:11][N:12]([CH3:14])[N:13]=1. The yield is 0.530. (5) The reactants are [CH3:1][O:2][C:3]1[C:4](=[O:22])[C:5](C(O)=O)=[N:6][N:7]([C:9]2[CH:10]=[CH:11][CH:12]=[C:13]3[C:18]=2[N:17]=[CH:16][CH:15]=[CH:14]3)[CH:8]=1.C1C=CC(P([N:37]=[N+]=[N-])(C2C=CC=CC=2)=O)=CC=1.CCN(CC)CC.[OH-].[Na+]. The catalyst is C1(C)C=CC=CC=1.CN(C=O)C. The product is [NH2:37][C:5]1[C:4](=[O:22])[C:3]([O:2][CH3:1])=[CH:8][N:7]([C:9]2[CH:10]=[CH:11][CH:12]=[C:13]3[C:18]=2[N:17]=[CH:16][CH:15]=[CH:14]3)[N:6]=1. The yield is 0.200. (6) The reactants are C(OC([N:8]([CH2:38][C:39]([O:41]C(C)(C)C)=[O:40])[C:9]1[CH:14]=[CH:13][CH:12]=[C:11]([CH:15]([S:29]([C:32]2[CH:33]=[N:34][CH:35]=[CH:36][CH:37]=2)(=[O:31])=[O:30])[NH:16][CH2:17][C:18]2[CH:23]=[CH:22][C:21]([N:24]3[CH:28]=[N:27][CH:26]=[N:25]3)=[CH:20][CH:19]=2)[N:10]=1)=O)(C)(C)C.C(OC(N(CC(OC(C)(C)C)=O)C1C=CC=C(C(CC2C=CC(C3C=CC=CN=3)=CC=2)NS(C2C=NC=CC=2)(=O)=O)N=1)=O)(C)(C)C. No catalyst specified. The product is [N:34]1[CH:35]=[CH:36][CH:37]=[C:32]([S:29]([CH:15]([NH:16][CH2:17][C:18]2[CH:23]=[CH:22][C:21]([N:24]3[CH:28]=[N:27][CH:26]=[N:25]3)=[CH:20][CH:19]=2)[C:11]2[N:10]=[C:9]([NH:8][CH2:38][C:39]([OH:41])=[O:40])[CH:14]=[CH:13][CH:12]=2)(=[O:30])=[O:31])[CH:33]=1. The yield is 0.880. (7) The reactants are [OH:1][CH:2]([C:5]1[C:6]([N:25]([CH3:30])[S:26]([CH3:29])(=[O:28])=[O:27])=[CH:7][C:8]2[O:12][C:11]([C:13]3[CH:18]=[CH:17][C:16]([F:19])=[CH:15][CH:14]=3)=[C:10]([C:20]([NH:22][CH3:23])=[O:21])[C:9]=2[CH:24]=1)[CH2:3][OH:4].[CH3:31][S:32](Cl)(=[O:34])=[O:33]. The catalyst is N1C=CC=CC=1.O. The product is [CH3:31][S:32]([O:4][CH2:3][CH:2]([C:5]1[C:6]([N:25]([CH3:30])[S:26]([CH3:29])(=[O:27])=[O:28])=[CH:7][C:8]2[O:12][C:11]([C:13]3[CH:18]=[CH:17][C:16]([F:19])=[CH:15][CH:14]=3)=[C:10]([C:20](=[O:21])[NH:22][CH3:23])[C:9]=2[CH:24]=1)[OH:1])(=[O:34])=[O:33]. The yield is 0.922. (8) The reactants are C(OC([NH:8][CH2:9][C:10](O)=[O:11])=O)(C)(C)C.[NH:13]1[CH2:19][CH2:18][CH2:17][C@@H:14]1[CH2:15][OH:16].ON1C2C=CC=CC=2N=N1.Cl.CN(C)CCCN=C=NCC.Cl.C(OCC)(=O)C. The catalyst is CN(C)C=O.ClCCl.C(OCC)(=O)C.CO. The product is [NH2:8][CH2:9][C:10]([N:13]1[CH2:19][CH2:18][CH2:17][C@@H:14]1[CH2:15][OH:16])=[O:11]. The yield is 0.220. (9) The reactants are [Br:1][C:2]1[C:3]([C:9]#[N:10])=[N:4][CH:5]=[C:6](Br)[CH:7]=1.[Cl-].[F:12][C:13]1[CH:20]=[CH:19][C:16]([CH2:17][Zn+])=[CH:15][CH:14]=1. The catalyst is O1CCCC1.O.C(OCC)(=O)C.Cl.C1(P(C2C=CC=CC=2)C2C=CC=CC=2)C=CC=CC=1.C1(P(C2C=CC=CC=2)C2C=CC=CC=2)C=CC=CC=1.C1(P(C2C=CC=CC=2)C2C=CC=CC=2)C=CC=CC=1.C1(P(C2C=CC=CC=2)C2C=CC=CC=2)C=CC=CC=1.[Pd]. The product is [Br:1][C:2]1[C:3]([C:9]#[N:10])=[N:4][CH:5]=[C:6]([CH2:17][C:16]2[CH:19]=[CH:20][C:13]([F:12])=[CH:14][CH:15]=2)[CH:7]=1. The yield is 0.570.